Dataset: Reaction yield outcomes from USPTO patents with 853,638 reactions. Task: Predict the reaction yield, written as a fraction of the theoretical maximum amount of product (1.0 means a 100% yield; for example, 0.34 means a 34% yield). (1) The reactants are [Br:1][C:2]1[CH:3]=[C:4]([Cl:10])[C:5]([CH3:9])=[C:6]([Cl:8])[CH:7]=1.[Br:11]N1C(=O)CCC1=O.C(OOC(=O)C1C=CC=CC=1)(=O)C1C=CC=CC=1. The catalyst is C(Cl)(Cl)(Cl)Cl. The product is [Br:1][C:2]1[CH:7]=[C:6]([Cl:8])[C:5]([CH2:9][Br:11])=[C:4]([Cl:10])[CH:3]=1. The yield is 0.870. (2) The reactants are [CH2:1]([N:8]1[C:16]2[C:11](=[CH:12][CH:13]=[CH:14][CH:15]=2)[C:10]([C:17]2[O:18][C:19]([C:22]3[CH:23]=[C:24]4[C:29](=[CH:30][CH:31]=3)[CH:28]=[C:27]([O:32][CH2:33][C:34]([O:36]C)=[O:35])[CH:26]=[CH:25]4)=[CH:20][N:21]=2)=[CH:9]1)[C:2]1[CH:7]=[CH:6][CH:5]=[CH:4][CH:3]=1.[OH-].[Na+].Cl. The yield is 0.900. The catalyst is C1COCC1.O. The product is [CH2:1]([N:8]1[C:16]2[C:11](=[CH:12][CH:13]=[CH:14][CH:15]=2)[C:10]([C:17]2[O:18][C:19]([C:22]3[CH:23]=[C:24]4[C:29](=[CH:30][CH:31]=3)[CH:28]=[C:27]([O:32][CH2:33][C:34]([OH:36])=[O:35])[CH:26]=[CH:25]4)=[CH:20][N:21]=2)=[CH:9]1)[C:2]1[CH:7]=[CH:6][CH:5]=[CH:4][CH:3]=1. (3) The reactants are [N+:1]([C:4]1[CH:11]=[CH:10][C:7]([C:8]#[N:9])=[C:6]([F:12])[CH:5]=1)([O-])=O. The catalyst is C(O)(=O)C.C(OCC)(=O)C.[Fe]. The product is [NH2:1][C:4]1[CH:11]=[CH:10][C:7]([C:8]#[N:9])=[C:6]([F:12])[CH:5]=1. The yield is 0.960. (4) The product is [Cl:30][CH2:29][CH2:28][CH2:27][O:13][C:10]1[CH:11]=[C:12]2[C:7](=[CH:8][CH:9]=1)[N:6]=[C:5]([C:14]1[CH:15]=[N:16][CH:17]=[CH:18][CH:19]=1)[N:4]=[C:3]2[NH:2][CH3:1]. The catalyst is CN(C=O)C.O. The yield is 0.640. The reactants are [CH3:1][NH:2][C:3]1[C:12]2[C:7](=[CH:8][CH:9]=[C:10]([OH:13])[CH:11]=2)[N:6]=[C:5]([C:14]2[CH:15]=[N:16][CH:17]=[CH:18][CH:19]=2)[N:4]=1.C(=O)([O-])[O-].[K+].[K+].Br[CH2:27][CH2:28][CH2:29][Cl:30]. (5) The reactants are [F:1][C:2]1[C:7](OS(C(F)(F)F)(=O)=O)=[CH:6][CH:5]=[C:4]([F:16])[C:3]=1[C:17]1[N:22]=[C:21]([C:23]([O:25][CH3:26])=[O:24])[CH:20]=[CH:19][CH:18]=1.[CH3:27][Zn]C. The catalyst is C1(C)C=CC=CC=1.C(OCC)(=O)C.C1C=CC(P(C2C=CC=CC=2)[C-]2C=CC=C2)=CC=1.C1C=CC(P(C2C=CC=CC=2)[C-]2C=CC=C2)=CC=1.Cl[Pd]Cl.[Fe+2].C(Cl)Cl. The product is [F:1][C:2]1[C:7]([CH3:27])=[CH:6][CH:5]=[C:4]([F:16])[C:3]=1[C:17]1[N:22]=[C:21]([C:23]([O:25][CH3:26])=[O:24])[CH:20]=[CH:19][CH:18]=1. The yield is 1.00. (6) The reactants are [N+]([C:4]1[CH:11]=[CH:10][CH:9]=[C:8]([N+:12]([O-:14])=[O:13])[C:5]=1[C:6]#[N:7])([O-])=O.[C:15]1([OH:21])[CH:20]=[CH:19][CH:18]=[CH:17][CH:16]=1.C([O-])([O-])=O.[K+].[K+]. The catalyst is CN(C=O)C.CCOC(C)=O. The product is [N+:12]([C:8]1[CH:9]=[CH:10][CH:11]=[C:4]([O:21][C:15]2[CH:20]=[CH:19][CH:18]=[CH:17][CH:16]=2)[C:5]=1[C:6]#[N:7])([O-:14])=[O:13]. The yield is 0.770. (7) The catalyst is CC([O-])=O.CC([O-])=O.[Pd+2].C1(P(C2C=CC=CC=2)[C-]2C=CC=C2)C=CC=CC=1.[C-]1(P(C2C=CC=CC=2)C2C=CC=CC=2)C=CC=C1.[Fe+2].CO. The reactants are [C:1]([O:5][C:6]([NH:8][C@H:9]([C:11]1[CH:16]=[CH:15][C:14](Br)=[CH:13][CH:12]=1)[CH3:10])=[O:7])([CH3:4])([CH3:3])[CH3:2].CC#N.C(N(CC)CC)C.[C]=O. The yield is 0.720. The product is [C:1]([O:5][C:6]([NH:8][C@H:9]([C:11]1[CH:16]=[CH:15][C:14]([C:6]([O:5][CH3:1])=[O:7])=[CH:13][CH:12]=1)[CH3:10])=[O:7])([CH3:4])([CH3:3])[CH3:2]. (8) The reactants are [O:1]=O.[CH3:3][C:4]1([CH3:19])[O:9][C:8]2[CH:10]=[CH:11][C:12]3[C:17]([C:7]=2[CH:6]=[CH:5]1)=[CH:16][CH:15]=[C:14]([OH:18])[CH:13]=3. No catalyst specified. The product is [CH3:3][C:4]1([CH3:19])[O:9][C:8]2[CH:10]=[CH:11][C:12]3[C:13](=[O:1])[C:14](=[O:18])[CH:15]=[CH:16][C:17]=3[C:7]=2[CH:6]=[CH:5]1. The yield is 0.860. (9) The reactants are [CH3:1][C:2]1[N:7]=[C:6]([NH:8][S:9]([C:12]2[CH:13]=[N:14][C:15](Cl)=[CH:16][CH:17]=2)(=[O:11])=[O:10])[CH:5]=[CH:4][CH:3]=1.[NH:19]1[CH2:24][CH2:23][CH2:22][CH2:21][CH2:20]1. The catalyst is O1CCOCC1. The product is [CH3:1][C:2]1[N:7]=[C:6]([NH:8][S:9]([C:12]2[CH:13]=[N:14][C:15]([N:19]3[CH2:24][CH2:23][CH2:22][CH2:21][CH2:20]3)=[CH:16][CH:17]=2)(=[O:11])=[O:10])[CH:5]=[CH:4][CH:3]=1. The yield is 0.650. (10) The reactants are [CH2:1]([O:5][C:6](=[O:19])[C:7]1[CH:12]=[CH:11][C:10]([N:13]2[CH2:18][CH2:17][NH:16][CH2:15][CH2:14]2)=[CH:9][CH:8]=1)[CH2:2][CH2:3][CH3:4].[N:20]1([C:26]2[CH:34]=[CH:33][C:32]([N+:35]([O-:37])=[O:36])=[CH:31][C:27]=2[C:28](Cl)=[O:29])[CH2:25][CH2:24][O:23][CH2:22][CH2:21]1. No catalyst specified. The product is [CH2:1]([O:5][C:6](=[O:19])[C:7]1[CH:8]=[CH:9][C:10]([N:13]2[CH2:14][CH2:15][N:16]([C:28](=[O:29])[C:27]3[CH:31]=[C:32]([N+:35]([O-:37])=[O:36])[CH:33]=[CH:34][C:26]=3[N:20]3[CH2:25][CH2:24][O:23][CH2:22][CH2:21]3)[CH2:17][CH2:18]2)=[CH:11][CH:12]=1)[CH2:2][CH2:3][CH3:4]. The yield is 0.160.